From a dataset of Peptide-MHC class II binding affinity with 134,281 pairs from IEDB. Regression. Given a peptide amino acid sequence and an MHC pseudo amino acid sequence, predict their binding affinity value. This is MHC class II binding data. (1) The peptide sequence is AVIRGKKGAGGITIK. The binding affinity (normalized) is 0.584. The MHC is HLA-DQA10501-DQB10301 with pseudo-sequence HLA-DQA10501-DQB10301. (2) The peptide sequence is EIDIELAPG. The MHC is HLA-DQA10501-DQB10201 with pseudo-sequence HLA-DQA10501-DQB10201. The binding affinity (normalized) is 0.293. (3) The peptide sequence is DRPFQLFEFYAREPDV. The MHC is DRB1_0401 with pseudo-sequence DRB1_0401. The binding affinity (normalized) is 0.412. (4) The peptide sequence is IIAGTPEVHAVKPGA. The binding affinity (normalized) is 0.153. The MHC is DRB1_0901 with pseudo-sequence DRB1_0901. (5) The peptide sequence is APEVKYTVFETALKKAITAM. The MHC is DRB1_0701 with pseudo-sequence DRB1_0701. The binding affinity (normalized) is 0.461. (6) The peptide sequence is FTVFEAAFNNAIKAG. The MHC is DRB1_1602 with pseudo-sequence DRB1_1602. The binding affinity (normalized) is 0.714. (7) The peptide sequence is NSYIAEMETESWIVD. The MHC is DRB4_0103 with pseudo-sequence DRB4_0103. The binding affinity (normalized) is 0. (8) The peptide sequence is YDKFLANVSTPLTGK. The MHC is DRB1_0401 with pseudo-sequence DRB1_0401. The binding affinity (normalized) is 0.383. (9) The peptide sequence is ATVATAPEVKYTVFETALKKAITAMS. The MHC is HLA-DPA10103-DPB10301 with pseudo-sequence HLA-DPA10103-DPB10301. The binding affinity (normalized) is 0.283.